From a dataset of NCI-60 drug combinations with 297,098 pairs across 59 cell lines. Regression. Given two drug SMILES strings and cell line genomic features, predict the synergy score measuring deviation from expected non-interaction effect. (1) Drug 1: CC1=C(C=C(C=C1)C(=O)NC2=CC(=CC(=C2)C(F)(F)F)N3C=C(N=C3)C)NC4=NC=CC(=N4)C5=CN=CC=C5. Drug 2: CC(C)CN1C=NC2=C1C3=CC=CC=C3N=C2N. Cell line: MALME-3M. Synergy scores: CSS=-4.99, Synergy_ZIP=-0.203, Synergy_Bliss=-2.56, Synergy_Loewe=-6.21, Synergy_HSA=-5.94. (2) Drug 1: C1=CC(=C2C(=C1NCCNCCO)C(=O)C3=C(C=CC(=C3C2=O)O)O)NCCNCCO. Drug 2: CC12CCC3C(C1CCC2O)C(CC4=C3C=CC(=C4)O)CCCCCCCCCS(=O)CCCC(C(F)(F)F)(F)F. Cell line: TK-10. Synergy scores: CSS=37.2, Synergy_ZIP=1.26, Synergy_Bliss=0.361, Synergy_Loewe=-4.57, Synergy_HSA=2.01. (3) Drug 1: CC1=C(C=C(C=C1)NC(=O)C2=CC=C(C=C2)CN3CCN(CC3)C)NC4=NC=CC(=N4)C5=CN=CC=C5. Drug 2: CC1C(C(CC(O1)OC2CC(OC(C2O)C)OC3=CC4=CC5=C(C(=O)C(C(C5)C(C(=O)C(C(C)O)O)OC)OC6CC(C(C(O6)C)O)OC7CC(C(C(O7)C)O)OC8CC(C(C(O8)C)O)(C)O)C(=C4C(=C3C)O)O)O)O. Cell line: LOX IMVI. Synergy scores: CSS=45.6, Synergy_ZIP=2.09, Synergy_Bliss=-1.71, Synergy_Loewe=-39.9, Synergy_HSA=-4.97. (4) Drug 1: CS(=O)(=O)C1=CC(=C(C=C1)C(=O)NC2=CC(=C(C=C2)Cl)C3=CC=CC=N3)Cl. Drug 2: CC12CCC(CC1=CCC3C2CCC4(C3CC=C4C5=CN=CC=C5)C)O. Cell line: LOX IMVI. Synergy scores: CSS=66.5, Synergy_ZIP=12.0, Synergy_Bliss=17.1, Synergy_Loewe=-6.17, Synergy_HSA=19.9. (5) Drug 1: CC1=CC2C(CCC3(C2CCC3(C(=O)C)OC(=O)C)C)C4(C1=CC(=O)CC4)C. Drug 2: C1=CC=C(C=C1)NC(=O)CCCCCCC(=O)NO. Cell line: EKVX. Synergy scores: CSS=7.38, Synergy_ZIP=-2.77, Synergy_Bliss=1.82, Synergy_Loewe=1.84, Synergy_HSA=2.21. (6) Drug 1: C1=NC2=C(N=C(N=C2N1C3C(C(C(O3)CO)O)O)F)N. Drug 2: CC(C)CN1C=NC2=C1C3=CC=CC=C3N=C2N. Cell line: MCF7. Synergy scores: CSS=-3.93, Synergy_ZIP=3.14, Synergy_Bliss=-0.448, Synergy_Loewe=-2.90, Synergy_HSA=-4.86.